From a dataset of Full USPTO retrosynthesis dataset with 1.9M reactions from patents (1976-2016). Predict the reactants needed to synthesize the given product. (1) Given the product [CH3:15][S:16]([O:5][CH2:4][CH2:3][C:2]([OH:7])([CH3:6])[CH3:1])(=[O:18])=[O:17], predict the reactants needed to synthesize it. The reactants are: [CH3:1][C:2]([OH:7])([CH3:6])[CH2:3][CH2:4][OH:5].C(N(CC)CC)C.[CH3:15][S:16](Cl)(=[O:18])=[O:17]. (2) Given the product [CH3:1][N:2]([CH3:16])[C:3]([N:5]1[CH2:10][CH2:9][CH:8]([C:11]([OH:13])=[O:12])[CH2:7][CH2:6]1)=[O:4], predict the reactants needed to synthesize it. The reactants are: [CH3:1][N:2]([CH3:16])[C:3]([N:5]1[CH2:10][CH2:9][CH:8]([C:11]([O:13]CC)=[O:12])[CH2:7][CH2:6]1)=[O:4].O.[OH-].[Li+]. (3) Given the product [F:1][C:2]([F:10])([F:9])[C:3]1[S:7][C:6]([C:11]#[N:12])=[N:5][CH:4]=1, predict the reactants needed to synthesize it. The reactants are: [F:1][C:2]([F:10])([F:9])[C:3]1[S:7][C:6](N)=[N:5][CH:4]=1.[C:11]([Cu])#[N:12]. (4) Given the product [CH2:1]([O:8][C:9]1[CH:14]=[CH:13][C:12]([N:15]([CH2:30][CH:31]=[C:32]([CH3:33])[CH3:34])[CH2:16][C:17]([NH:20][C:21](=[O:29])[C@@H:22]([N:27]([CH3:35])[CH2:28][CH:46]=[C:47]([CH3:49])[CH3:48])[CH2:23][CH:24]([CH3:26])[CH3:25])([CH3:19])[CH3:18])=[CH:11][CH:10]=1)[C:2]1[CH:3]=[CH:4][CH:5]=[CH:6][CH:7]=1, predict the reactants needed to synthesize it. The reactants are: [CH2:1]([O:8][C:9]1[CH:14]=[CH:13][C:12]([N:15]([CH2:30][CH:31]=[C:32]([CH3:34])[CH3:33])[CH2:16][C:17]([NH:20][C:21](=[O:29])[C@@H:22]([NH:27][CH3:28])[CH2:23][CH:24]([CH3:26])[CH3:25])([CH3:19])[CH3:18])=[CH:11][CH:10]=1)[C:2]1[CH:7]=[CH:6][CH:5]=[CH:4][CH:3]=1.[CH:35](N(C(C)C)CC)(C)C.BrC[CH:46]=[C:47]([CH3:49])[CH3:48]. (5) Given the product [NH2:1][C:2]1[CH:10]=[C:6]([C:7]([NH:12][C:13]2([C:16]([O:18][CH2:19][C:20]3[CH:25]=[CH:24][CH:23]=[CH:22][CH:21]=3)=[O:17])[CH2:15][CH2:14]2)=[O:9])[CH:5]=[N:4][CH:3]=1, predict the reactants needed to synthesize it. The reactants are: [NH2:1][C:2]1[CH:3]=[N:4][CH:5]=[C:6]([CH:10]=1)[C:7]([OH:9])=O.Cl.[NH2:12][C:13]1([C:16]([O:18][CH2:19][C:20]2[CH:25]=[CH:24][CH:23]=[CH:22][CH:21]=2)=[O:17])[CH2:15][CH2:14]1. (6) Given the product [C:1]([O:5][C:6]([N:8]1[C@H:12]([C:13](=[O:45])[NH:14][C@:15]2([C:20]([NH:22][S:23]([C:26]3[CH:31]=[CH:30][CH:29]=[CH:28][C:27]=3[NH:32][CH2:33][CH2:34][O:35][CH2:36][CH2:37][CH2:38][O:39][CH2:40][C:41]([OH:43])=[O:42])(=[O:25])=[O:24])=[O:21])[CH2:17][C@H:16]2[CH:18]=[CH2:19])[CH2:11][C@@H:10]([O:46][C:47]([N:49]2[CH2:57][C:56]3[C:51](=[CH:52][CH:53]=[CH:54][C:55]=3[F:58])[CH2:50]2)=[O:48])[CH2:9]1)=[O:7])([CH3:2])([CH3:3])[CH3:4], predict the reactants needed to synthesize it. The reactants are: [C:1]([O:5][C:6]([N:8]1[C@H:12]([C:13](=[O:45])[NH:14][C@:15]2([C:20]([NH:22][S:23]([C:26]3[CH:31]=[CH:30][CH:29]=[CH:28][C:27]=3[NH:32][CH2:33][CH2:34][O:35][CH2:36][CH2:37][CH2:38][O:39][CH2:40][C:41]([O:43]C)=[O:42])(=[O:25])=[O:24])=[O:21])[CH2:17][C@H:16]2[CH:18]=[CH2:19])[CH2:11][C@@H:10]([O:46][C:47]([N:49]2[CH2:57][C:56]3[C:51](=[CH:52][CH:53]=[CH:54][C:55]=3[F:58])[CH2:50]2)=[O:48])[CH2:9]1)=[O:7])([CH3:4])([CH3:3])[CH3:2].[Li+].[OH-]. (7) Given the product [CH2:1]1[C:10]2[C:5](=[CH:6][CH:7]=[CH:8][CH:9]=2)[CH2:4][CH2:3][N:2]1[S:11]([C:14]1[CH:23]=[CH:22][C:21]([O:24][CH3:25])=[C:20]2[C:15]=1[CH2:16][CH2:17][CH:18]([NH2:26])[CH2:19]2)(=[O:12])=[O:13], predict the reactants needed to synthesize it. The reactants are: [CH2:1]1[C:10]2[C:5](=[CH:6][CH:7]=[CH:8][CH:9]=2)[CH2:4][CH2:3][N:2]1[S:11]([C:14]1[CH:23]=[CH:22][C:21]([O:24][CH3:25])=[C:20]2[C:15]=1[CH2:16][CH2:17][CH:18]([NH:26]C(=O)C(F)(F)F)[CH2:19]2)(=[O:13])=[O:12].[OH-].[Na+].Cl.C(=O)(O)[O-]. (8) The reactants are: [F:1][C:2]1[CH:3]=[C:4]([CH:7]=[CH:8][C:9]=1[OH:10])[CH:5]=[O:6].F[C:12]1[C:21]2[C:16](=[CH:17][CH:18]=[CH:19][CH:20]=2)[C:15]([C:22]#[N:23])=[CH:14][CH:13]=1. Given the product [F:1][C:2]1[CH:3]=[C:4]([CH:5]=[O:6])[CH:7]=[CH:8][C:9]=1[O:10][C:12]1[C:21]2[C:16](=[CH:17][CH:18]=[CH:19][CH:20]=2)[C:15]([C:22]#[N:23])=[CH:14][CH:13]=1, predict the reactants needed to synthesize it.